From a dataset of Catalyst prediction with 721,799 reactions and 888 catalyst types from USPTO. Predict which catalyst facilitates the given reaction. (1) Reactant: [NH2:1][C:2]1[CH:10]=[CH:9][C:8]([I:11])=[CH:7][C:3]=1[C:4](O)=[O:5].[NH2:12][C:13](N)=[O:14].O. Product: [I:11][C:8]1[CH:7]=[C:3]2[C:2](=[CH:10][CH:9]=1)[NH:1][C:13](=[O:14])[NH:12][C:4]2=[O:5]. The catalyst class is: 37. (2) Reactant: [NH2:1][C@@H:2]1[CH2:7][CH2:6][CH2:5][N:4]([C:8]([NH:10][C:11]2[CH:16]=[CH:15][CH:14]=[CH:13][CH:12]=2)=[O:9])[CH2:3]1.[O:17]=[C:18]1[C:26]2[C:21](=[CH:22][CH:23]=[CH:24][CH:25]=2)[C:20](=[O:27])[N:19]1[CH2:28][CH2:29][CH2:30][CH:31]=O.[BH-](OC(C)=O)(OC(C)=O)OC(C)=O.[Na+].[OH-].[Na+]. Product: [O:17]=[C:18]1[C:26]2[C:21](=[CH:22][CH:23]=[CH:24][CH:25]=2)[C:20](=[O:27])[N:19]1[CH2:28][CH2:29][CH2:30][CH2:31][NH:1][C@@H:2]1[CH2:7][CH2:6][CH2:5][N:4]([C:8]([NH:10][C:11]2[CH:16]=[CH:15][CH:14]=[CH:13][CH:12]=2)=[O:9])[CH2:3]1. The catalyst class is: 2. (3) Reactant: [Cl:1][C:2]1[CH:7]=[CH:6][C:5]([C:8]#[C:9][CH:10]([N:12]2C(=O)C3C(=CC=CC=3)C2=O)[CH3:11])=[CH:4][CH:3]=1.CO.NN. Product: [Cl:1][C:2]1[CH:3]=[CH:4][C:5]([C:8]#[C:9][CH:10]([NH2:12])[CH3:11])=[CH:6][CH:7]=1. The catalyst class is: 4. (4) Reactant: [Mg].II.Br[C:5]1[CH:10]=[CH:9][CH:8]=[CH:7][C:6]=1[CH3:11].[Cl:12][C:13]([F:18])([F:17])[C:14](O)=[O:15].[Cl-].[NH4+]. The catalyst class is: 27. Product: [Cl:12][C:13]([F:18])([F:17])[C:14]([C:5]1[CH:10]=[CH:9][CH:8]=[CH:7][C:6]=1[CH3:11])=[O:15]. (5) Reactant: [Si:1]([O:8][CH:9]([C:24]([F:27])([F:26])[F:25])[CH2:10][C:11]([C:14]1[CH:19]=[CH:18][CH:17]=[CH:16][C:15]=1[S:20]([NH2:23])(=[O:22])=[O:21])([CH3:13])[CH3:12])([C:4]([CH3:7])([CH3:6])[CH3:5])([CH3:3])[CH3:2].CO[CH:30](OC)[N:31]([CH3:33])[CH3:32]. Product: [Si:1]([O:8][CH:9]([C:24]([F:25])([F:27])[F:26])[CH2:10][C:11]([C:14]1[CH:19]=[CH:18][CH:17]=[CH:16][C:15]=1[S:20]([N:23]=[CH:30][N:31]([CH3:33])[CH3:32])(=[O:21])=[O:22])([CH3:13])[CH3:12])([C:4]([CH3:5])([CH3:6])[CH3:7])([CH3:3])[CH3:2]. The catalyst class is: 4.